From a dataset of Reaction yield outcomes from USPTO patents with 853,638 reactions. Predict the reaction yield, written as a fraction of the theoretical maximum amount of product (1.0 means a 100% yield; for example, 0.34 means a 34% yield). (1) The reactants are Br[CH2:2][C:3]1[C:7]2[CH:8]=[CH:9][C:10]([O:12][C:13]3[CH:20]=[CH:19][C:18]([F:21])=[CH:17][C:14]=3[C:15]#[N:16])=[CH:11][C:6]=2[O:5][N:4]=1.[NH:22]1[CH2:26][CH2:25][CH2:24][CH2:23]1. The catalyst is ClCCl. The product is [F:21][C:18]1[CH:19]=[CH:20][C:13]([O:12][C:10]2[CH:9]=[CH:8][C:7]3[C:3]([CH2:2][N:22]4[CH2:26][CH2:25][CH2:24][CH2:23]4)=[N:4][O:5][C:6]=3[CH:11]=2)=[C:14]([CH:17]=1)[C:15]#[N:16]. The yield is 0.940. (2) The reactants are [CH3:1][C:2]1[S:6][C:5]([C:7]2[CH:12]=[CH:11][CH:10]=[CH:9][CH:8]=2)=[N:4][C:3]=1[CH2:13][O:14][C:15]1[CH:22]=[CH:21][C:18]([CH:19]=[O:20])=[CH:17][CH:16]=1.O1CCCC1.[BH4-].[Na+].Cl. The catalyst is O.CO. The product is [CH3:1][C:2]1[S:6][C:5]([C:7]2[CH:8]=[CH:9][CH:10]=[CH:11][CH:12]=2)=[N:4][C:3]=1[CH2:13][O:14][C:15]1[CH:16]=[CH:17][C:18]([CH2:19][OH:20])=[CH:21][CH:22]=1. The yield is 0.940.